The task is: Predict the reaction yield, written as a fraction of the theoretical maximum amount of product (1.0 means a 100% yield; for example, 0.34 means a 34% yield).. This data is from Reaction yield outcomes from USPTO patents with 853,638 reactions. (1) The catalyst is C(O)(=O)C.[Fe]. The yield is 0.900. The product is [Br:1][C:2]1[C:3]2[S:11][CH2:12][C:13](=[O:15])[NH:8][C:4]=2[CH:5]=[CH:6][CH:7]=1. The reactants are [Br:1][C:2]1[CH:7]=[CH:6][CH:5]=[C:4]([N+:8]([O-])=O)[C:3]=1[S:11][CH2:12][C:13]([O:15]CC)=O. (2) The reactants are C(O)C.[C:4]1([CH:10]([CH3:13])[C:11]#[N:12])[CH:9]=[CH:8][CH:7]=[CH:6][CH:5]=1.[ClH:14].[H][H]. The catalyst is C(OC)(C)(C)C. The product is [ClH:14].[C:4]1([CH:10]([CH3:13])[CH2:11][NH2:12])[CH:9]=[CH:8][CH:7]=[CH:6][CH:5]=1. The yield is 0.762. (3) The product is [Br:13][C:9]1[N:10]=[C:11]([OH:14])[C:6]([NH:5][CH:1]2[CH2:4][CH2:3][CH2:2]2)=[N:7][CH:8]=1. The catalyst is O. The reactants are [CH:1]1([NH:5][C:6]2[C:11](Br)=[N:10][C:9]([Br:13])=[CH:8][N:7]=2)[CH2:4][CH2:3][CH2:2]1.[OH-:14].[K+].C. The yield is 0.800. (4) The reactants are [Cl:1][C:2]1[CH:7]=[CH:6][C:5]([C:8]2[C:12]3[CH2:13][N:14]([S:17]([CH3:20])(=[O:19])=[O:18])[CH2:15][CH2:16][C:11]=3[N:10]([CH2:21][CH2:22][CH2:23][N:24]3[CH2:29][CH2:28][CH:27]([N:30]4[CH2:34][CH2:33][CH2:32][C:31]4=[O:35])[CH2:26][CH2:25]3)[N:9]=2)=[CH:4][C:3]=1[CH2:36]NC1C=CC=CC=1.[OH2:44]. The catalyst is N1C=CC=CC=1.CC(O)=O.C(Cl)Cl.[Ni]. The product is [Cl:1][C:2]1[CH:7]=[CH:6][C:5]([C:8]2[C:12]3[CH2:13][N:14]([S:17]([CH3:20])(=[O:18])=[O:19])[CH2:15][CH2:16][C:11]=3[N:10]([CH2:21][CH2:22][CH2:23][N:24]3[CH2:25][CH2:26][CH:27]([N:30]4[CH2:34][CH2:33][CH2:32][C:31]4=[O:35])[CH2:28][CH2:29]3)[N:9]=2)=[CH:4][C:3]=1[CH:36]=[O:44]. The yield is 0.220. (5) The yield is 0.960. The reactants are [C:1]([C:3]1[C:11]2[C:6](=[CH:7][CH:8]=[C:9]([C:12]([O:14]C)=[O:13])[CH:10]=2)[NH:5][N:4]=1)#[N:2].[OH-].[Li+]. The product is [C:1]([C:3]1[C:11]2[C:6](=[CH:7][CH:8]=[C:9]([C:12]([OH:14])=[O:13])[CH:10]=2)[NH:5][N:4]=1)#[N:2]. The catalyst is CO. (6) The reactants are Cl.CN(C)CCCN=C=NCC.Cl.[CH3:14][O:15][C:16](=[O:22])[C@@H:17]1[CH2:21][CH2:20][CH2:19][NH:18]1.[CH2:23]([N:26]([C:31]([O:33][CH2:34][C:35]1[CH:40]=[CH:39][CH:38]=[CH:37][CH:36]=1)=[O:32])[CH2:27][C:28](O)=[O:29])[CH:24]=[CH2:25].C(N(CC)CC)C. The catalyst is ClCCl. The product is [CH3:14][O:15][C:16](=[O:22])[C@@H:17]1[CH2:21][CH2:20][CH2:19][N:18]1[C:28](=[O:29])[CH2:27][N:26]([CH2:23][CH:24]=[CH2:25])[C:31]([O:33][CH2:34][C:35]1[CH:40]=[CH:39][CH:38]=[CH:37][CH:36]=1)=[O:32]. The yield is 0.660.